Dataset: Reaction yield outcomes from USPTO patents with 853,638 reactions. Task: Predict the reaction yield, written as a fraction of the theoretical maximum amount of product (1.0 means a 100% yield; for example, 0.34 means a 34% yield). The reactants are FC(F)(F)C(O)=O.C(OC([N:15]1[CH2:18][CH:17]([CH2:19][N:20]([CH3:26])[CH:21]2[CH2:25][CH2:24][O:23][CH2:22]2)[CH2:16]1)=O)(C)(C)C. The catalyst is ClCCl. The yield is 0.860. The product is [NH:15]1[CH2:18][CH:17]([CH2:19][N:20]([CH3:26])[CH:21]2[CH2:25][CH2:24][O:23][CH2:22]2)[CH2:16]1.